From a dataset of Reaction yield outcomes from USPTO patents with 853,638 reactions. Predict the reaction yield, written as a fraction of the theoretical maximum amount of product (1.0 means a 100% yield; for example, 0.34 means a 34% yield). (1) The reactants are [C:1]([C:3]1[CH:4]=[CH:5][C:6]([C:9]([OH:11])=O)=[N:7][CH:8]=1)#[N:2].C(N(C(C)C)CC)(C)C.F[P-](F)(F)(F)(F)F.CN(C(ON1C2=NC=CC=C2N=N1)=[N+](C)C)C.[NH2:45][C:46]1[N:51]=[C:50]([C@:52]2([CH3:70])[CH2:57][C@@H:56]([C:58]([F:61])([F:60])[F:59])[O:55][C:54]([NH:62][C:63](=[O:69])[O:64][C:65]([CH3:68])([CH3:67])[CH3:66])=[N:53]2)[C:49]([F:71])=[CH:48][CH:47]=1. The catalyst is ClCCl.CN(C=O)C. The product is [C:1]([C:3]1[CH:4]=[CH:5][C:6]([C:9]([NH:45][C:46]2[N:51]=[C:50]([C@:52]3([CH3:70])[CH2:57][C@@H:56]([C:58]([F:61])([F:59])[F:60])[O:55][C:54]([NH:62][C:63](=[O:69])[O:64][C:65]([CH3:66])([CH3:68])[CH3:67])=[N:53]3)[C:49]([F:71])=[CH:48][CH:47]=2)=[O:11])=[N:7][CH:8]=1)#[N:2]. The yield is 0.304. (2) The reactants are C(OCC)(=O)C.[CH2:7]([O:14][C:15]([NH:17][C@@H:18]([CH2:27][C:28]1[CH:33]=[CH:32][CH:31]=[CH:30][CH:29]=1)[C@H:19]([OH:26])[CH2:20][NH:21][CH2:22][CH:23]([CH3:25])[CH3:24])=[O:16])[C:8]1[CH:13]=[CH:12][CH:11]=[CH:10][CH:9]=1.C(N(CC)CC)C.[N+:41]([C:44]1[CH:49]=[CH:48][C:47]([S:50](Cl)(=[O:52])=[O:51])=[CH:46][CH:45]=1)([O-:43])=[O:42]. The catalyst is O. The product is [CH2:7]([O:14][C:15]([NH:17][C@@H:18]([CH2:27][C:28]1[CH:29]=[CH:30][CH:31]=[CH:32][CH:33]=1)[C@H:19]([OH:26])[CH2:20][N:21]([CH2:22][CH:23]([CH3:25])[CH3:24])[S:50]([C:47]1[CH:46]=[CH:45][C:44]([N+:41]([O-:43])=[O:42])=[CH:49][CH:48]=1)(=[O:51])=[O:52])=[O:16])[C:8]1[CH:9]=[CH:10][CH:11]=[CH:12][CH:13]=1. The yield is 0.820. (3) The yield is 0.0600. The product is [CH:1]1([CH:7]([NH:26][C:27]2[CH:28]=[CH:29][C:30]([C:33]([N:35]([CH3:43])[CH2:36][CH2:37][C:38]([OH:40])=[O:39])=[O:34])=[CH:31][CH:32]=2)[C:9]2[C:10]([CH2:24][CH3:25])=[N:11][N:12]([C:14]3[CH:19]=[CH:18][C:17]([C:20]([F:23])([F:22])[F:21])=[CH:16][CH:15]=3)[CH:13]=2)[CH2:6][CH2:5][CH2:4][CH2:3][CH2:2]1. No catalyst specified. The reactants are [CH:1]1([CH:7]([C:9]2[C:10]([CH2:24][CH3:25])=[N:11][N:12]([C:14]3[CH:19]=[CH:18][C:17]([C:20]([F:23])([F:22])[F:21])=[CH:16][CH:15]=3)[CH:13]=2)O)[CH2:6][CH2:5][CH2:4][CH2:3][CH2:2]1.[NH2:26][C:27]1[CH:32]=[CH:31][C:30]([C:33]([N:35]([CH3:43])[CH2:36][CH2:37][C:38]([O:40]CC)=[O:39])=[O:34])=[CH:29][CH:28]=1. (4) The reactants are [Cl:1][C:2]1[CH:31]=[CH:30][C:5]([O:6][CH:7]2[CH2:12][CH2:11][N:10]([C:13]([C:15]3[CH:20]=[C:19]([CH2:21][NH:22][C:23](=O)[O:24]C(C)(C)C)[CH:18]=[CH:17][N:16]=3)=[O:14])[CH2:9][CH2:8]2)=[CH:4][CH:3]=1.C(N(CC)C(C)C)(C)C.[C:41](Cl)(=O)[C:42](C)([CH3:44])[CH3:43].O. The catalyst is ClCCl. The product is [Cl:1][C:2]1[CH:3]=[CH:4][C:5]([O:6][CH:7]2[CH2:12][CH2:11][N:10]([C:13]([C:15]3[CH:20]=[C:19]([CH2:21][NH:22][C:23](=[O:24])[C:42]([CH3:44])([CH3:43])[CH3:41])[CH:18]=[CH:17][N:16]=3)=[O:14])[CH2:9][CH2:8]2)=[CH:30][CH:31]=1. The yield is 0.450. (5) The reactants are [Cl:1][C:2]1[CH:3]=[C:4]([CH:7]=[C:8]([Cl:10])[CH:9]=1)[CH2:5]Cl.[C-:11]#[N:12].[Na+]. The catalyst is CS(C)=O.C(OCC)C. The product is [Cl:1][C:2]1[CH:3]=[C:4]([CH2:5][C:11]#[N:12])[CH:7]=[C:8]([Cl:10])[CH:9]=1. The yield is 0.518. (6) The reactants are [F:1][C:2]([F:16])([F:15])[CH2:3][O:4][C:5]1[CH:6]=[CH:7][C:8]([C:11]([O:13]C)=[O:12])=[N:9][CH:10]=1.[OH-].[Na+]. The catalyst is CO. The product is [F:16][C:2]([F:1])([F:15])[CH2:3][O:4][C:5]1[CH:6]=[CH:7][C:8]([C:11]([OH:13])=[O:12])=[N:9][CH:10]=1. The yield is 0.290.